From a dataset of Reaction yield outcomes from USPTO patents with 853,638 reactions. Predict the reaction yield, written as a fraction of the theoretical maximum amount of product (1.0 means a 100% yield; for example, 0.34 means a 34% yield). (1) The reactants are [NH2:1][C:2]1[NH:6][N:5]=[C:4]([CH3:7])[C:3]=1[C:8]1[CH:9]=[CH:10][C:11]([O:29][CH3:30])=[C:12]([O:14][CH2:15][CH:16]2[CH2:21][CH2:20][N:19]([C:22](OC(C)(C)C)=O)[CH2:18][CH2:17]2)[CH:13]=1.[OH:31][C:32]1[CH:39]=[CH:38][C:35]([CH:36]=O)=[CH:34][CH:33]=1.[C:40]([OH:46])([C:42]([F:45])([F:44])[F:43])=[O:41].[C:55](O[C:55]([O:57][C:58]([CH3:61])([CH3:60])[CH3:59])=[O:56])([O:57][C:58]([CH3:61])([CH3:60])[CH3:59])=[O:56]. The catalyst is ClCCl.CN(C1C=CN=CC=1)C.O. The product is [F:43][C:42]([F:45])([F:44])[C:40]([OH:46])=[O:41].[C:55](=[O:56])([O:31][C:32]1[CH:39]=[CH:38][C:35]([C:36]2[C:9]3[CH:10]=[C:11]([O:29][CH3:30])[C:12]([O:14][CH2:15][CH:16]4[CH2:17][CH2:18][N:19]([CH3:22])[CH2:20][CH2:21]4)=[CH:13][C:8]=3[C:3]3[C:4]([CH3:7])=[N:5][NH:6][C:2]=3[N:1]=2)=[CH:34][CH:33]=1)[O:57][C:58]([CH3:59])([CH3:60])[CH3:61]. The yield is 0.0500. (2) The reactants are [C:1]([OH:14])(=O)[CH2:2][CH2:3][CH2:4][CH2:5][CH2:6][CH2:7][CH2:8][CH2:9][CH2:10][CH2:11][CH3:12].S(Cl)([Cl:17])=O.Cl.S(=O)=O. No catalyst specified. The product is [C:1]([Cl:17])(=[O:14])[CH2:2][CH2:3][CH2:4][CH2:5][CH2:6][CH2:7][CH2:8][CH2:9][CH2:10][CH2:11][CH3:12]. The yield is 0.980. (3) The reactants are [F:1][C:2]([F:10])([F:9])[C:3]1[NH:7][N:6]=[C:5]([NH2:8])[N:4]=1.[O:11]1[C:15]2([CH2:20][CH2:19][C:18](=O)[CH2:17][CH2:16]2)[O:14][CH2:13][CH2:12]1.C(O[BH-](OC(=O)C)OC(=O)C)(=O)C.[Na+]. The catalyst is C(O)(=O)C. The product is [O:11]1[C:15]2([CH2:20][CH2:19][CH:18]([NH:8][C:5]3[N:4]=[C:3]([C:2]([F:10])([F:9])[F:1])[NH:7][N:6]=3)[CH2:17][CH2:16]2)[O:14][CH2:13][CH2:12]1. The yield is 0.420. (4) The reactants are [C:1]([C:4]1[C:12]2[O:11][C:10]([C:13]3[CH:18]=[CH:17][C:16]([C:19]4([NH:23]C(=O)OC(C)(C)C)[CH2:22][CH2:21][CH2:20]4)=[CH:15][CH:14]=3)=[C:9]([C:31]3[CH:36]=[CH:35][CH:34]=[CH:33][CH:32]=3)[C:8]=2[CH:7]=[CH:6][CH:5]=1)(=[O:3])[NH2:2].Cl. The catalyst is O1CCCC1.O1CCOCC1. The product is [NH2:23][C:19]1([C:16]2[CH:17]=[CH:18][C:13]([C:10]3[O:11][C:12]4[C:4]([C:1]([NH2:2])=[O:3])=[CH:5][CH:6]=[CH:7][C:8]=4[C:9]=3[C:31]3[CH:36]=[CH:35][CH:34]=[CH:33][CH:32]=3)=[CH:14][CH:15]=2)[CH2:20][CH2:21][CH2:22]1. The yield is 0.480. (5) The reactants are [O:1]1[CH2:4][CH:3]([CH2:5][OH:6])[CH2:2]1.[H-].[Na+].[Br:9][C:10]1[CH:15]=[CH:14][C:13](F)=[CH:12][CH:11]=1. The catalyst is CN(C=O)C. The product is [Br:9][C:10]1[CH:15]=[CH:14][C:13]([O:6][CH2:5][CH:3]2[CH2:4][O:1][CH2:2]2)=[CH:12][CH:11]=1. The yield is 0.150.